This data is from Forward reaction prediction with 1.9M reactions from USPTO patents (1976-2016). The task is: Predict the product of the given reaction. (1) Given the reactants [F:1][C@H:2]1[C@@H:7]([O:8][C:9]2[C:16]([CH3:17])=[CH:15][C:14]([C:18]3[N:23]=[C:22]([NH:24][C:25]4[CH:30]=[CH:29][C:28]([N:31]5[CH2:36][CH2:35][N:34]([CH:37]6[CH2:40][O:39][CH2:38]6)[CH2:33][CH2:32]5)=[CH:27][CH:26]=4)[N:21]=[CH:20][N:19]=3)=[CH:13][C:10]=2[C:11]#[N:12])[CH2:6][CH2:5][NH:4][CH2:3]1.CN(C(ON1N=NC2C=CC=NC1=2)=[N+](C)C)C.F[P-](F)(F)(F)(F)F.CCN(C(C)C)C(C)C.[C:74](O)(=[O:77])[CH2:75][OH:76], predict the reaction product. The product is: [F:1][C@H:2]1[C@@H:7]([O:8][C:9]2[C:16]([CH3:17])=[CH:15][C:14]([C:18]3[N:23]=[C:22]([NH:24][C:25]4[CH:26]=[CH:27][C:28]([N:31]5[CH2:32][CH2:33][N:34]([CH:37]6[CH2:38][O:39][CH2:40]6)[CH2:35][CH2:36]5)=[CH:29][CH:30]=4)[N:21]=[CH:20][N:19]=3)=[CH:13][C:10]=2[C:11]#[N:12])[CH2:6][CH2:5][N:4]([C:75](=[O:76])[CH2:74][OH:77])[CH2:3]1. (2) Given the reactants [NH:1]1[CH:5]=[C:4]([C:6]23[CH2:17][CH2:16][C:15](=[O:18])[CH:7]2[C:8]2[CH:9]=[CH:10][CH:11]=[CH:12][C:13]=2[CH2:14]3)[N:3]=[CH:2]1.[BH4-].[Na+].O, predict the reaction product. The product is: [NH:1]1[CH:5]=[C:4]([C:6]23[CH2:17][CH2:16][CH:15]([OH:18])[CH:7]2[C:8]2[CH:9]=[CH:10][CH:11]=[CH:12][C:13]=2[CH2:14]3)[N:3]=[CH:2]1. (3) Given the reactants [CH2:1]([O:8][C@@H:9]1[C@@H:14]([O:15][CH2:16][C:17]2[CH:22]=[CH:21][CH:20]=[CH:19][CH:18]=2)[C@H:13]([O:23][CH2:24][C:25]2[CH:30]=[CH:29][CH:28]=[CH:27][CH:26]=2)[C@@H:12]([CH2:31][O:32][CH2:33][C:34]2[CH:39]=[CH:38][CH:37]=[CH:36][CH:35]=2)[O:11][C@H:10]1[C:40]1[CH:45]=[C:44]([CH2:46][OH:47])[CH:43]=[C:42]([F:48])[CH:41]=1)[C:2]1[CH:7]=[CH:6][CH:5]=[CH:4][CH:3]=1, predict the reaction product. The product is: [CH2:1]([O:8][C@@H:9]1[C@@H:14]([O:15][CH2:16][C:17]2[CH:22]=[CH:21][CH:20]=[CH:19][CH:18]=2)[C@H:13]([O:23][CH2:24][C:25]2[CH:30]=[CH:29][CH:28]=[CH:27][CH:26]=2)[C@@H:12]([CH2:31][O:32][CH2:33][C:34]2[CH:35]=[CH:36][CH:37]=[CH:38][CH:39]=2)[O:11][C@H:10]1[C:40]1[CH:45]=[C:44]([CH:43]=[C:42]([F:48])[CH:41]=1)[CH:46]=[O:47])[C:2]1[CH:3]=[CH:4][CH:5]=[CH:6][CH:7]=1. (4) The product is: [CH2:2]([C:3]1[C:11]2[O:10][CH2:9][CH:8]([C:12]3[CH:13]=[CH:14][C:15]([CH:18]([CH3:20])[CH3:19])=[CH:16][CH:17]=3)[C:7]=2[C:6]([CH3:21])=[C:5]([NH:22][C:23](=[O:29])[CH2:24][C:25]([CH3:28])([CH3:27])[CH3:26])[C:4]=1[CH3:30])[C:31]1[CH:32]=[CH:33][CH:34]=[CH:35][CH:36]=1. Given the reactants O[CH:2]([C:31]1[CH:36]=[CH:35][CH:34]=[CH:33][CH:32]=1)[C:3]1[C:11]2[O:10][CH2:9][CH:8]([C:12]3[CH:17]=[CH:16][C:15]([CH:18]([CH3:20])[CH3:19])=[CH:14][CH:13]=3)[C:7]=2[C:6]([CH3:21])=[C:5]([NH:22][C:23](=[O:29])[CH2:24][C:25]([CH3:28])([CH3:27])[CH3:26])[C:4]=1[CH3:30], predict the reaction product. (5) Given the reactants [CH2:1]([O:3][C:4]([C:6]1[CH:7]=[N:8][N:9]([C:12]2[C:13]([Cl:19])=[N:14][CH:15]=[C:16](Br)[CH:17]=2)[C:10]=1[CH3:11])=[O:5])[CH3:2].[CH:20](B1OC(C)(C)C(C)(C)O1)=[CH2:21].C(=O)([O-])[O-].[Na+].[Na+].[Cl-].[NH4+], predict the reaction product. The product is: [CH2:1]([O:3][C:4]([C:6]1[CH:7]=[N:8][N:9]([C:12]2[C:13]([Cl:19])=[N:14][CH:15]=[C:16]([CH:20]=[CH2:21])[CH:17]=2)[C:10]=1[CH3:11])=[O:5])[CH3:2]. (6) Given the reactants [Br:1][C:2]1[C:3]([F:9])=[C:4]([CH:6]=[CH:7][CH:8]=1)[NH2:5].CCN(C(C)C)C(C)C.[CH3:19][S:20](Cl)(=[O:22])=[O:21], predict the reaction product. The product is: [Br:1][C:2]1[C:3]([F:9])=[C:4]([N:5]([S:20]([CH3:19])(=[O:22])=[O:21])[S:20]([CH3:19])(=[O:22])=[O:21])[CH:6]=[CH:7][CH:8]=1. (7) Given the reactants [NH2:1][C:2]1[N:3]([CH3:22])[C:4](=[O:21])[C@:5]2([N:20]=1)[C:14]1[CH:13]=[C:12](Br)[CH:11]=[CH:10][C:9]=1[O:8][C@H:7]1[CH2:16][CH2:17][CH2:18][O:19][C@H:6]21.[Cl:23][C:24]1[CH:25]=[C:26](B(O)O)[CH:27]=[C:28]([F:30])[CH:29]=1.F[C:35]1C(B(O)O)=CC=CN=1, predict the reaction product. The product is: [NH2:1][C:2]1[N:3]([CH3:22])[C:4](=[O:21])[C@:5]2([N:20]=1)[C:14]1[CH:13]=[C:12]([C:26]3[CH:27]=[C:28]([F:30])[CH:29]=[C:24]([Cl:23])[CH:25]=3)[CH:11]=[CH:10][C:9]=1[O:8][C@H:7]1[CH2:16][CH2:17][CH2:18][O:19][C@:6]21[CH3:35]. (8) Given the reactants C([Li])CCC.[CH2:6]([CH:8]([CH2:12][CH2:13][CH2:14][CH3:15])[C:9]([OH:11])=[O:10])[CH3:7].[H-].[Na+].[CH2:18]=[O:19].[Cl-].[NH4+].Cl, predict the reaction product. The product is: [CH2:6]([C:8]([CH2:18][OH:19])([CH2:12][CH2:13][CH2:14][CH3:15])[C:9]([OH:11])=[O:10])[CH3:7]. (9) Given the reactants [NH2:1][C:2]1[CH:7]=[CH:6][C:5]([C:8]2[C:16]3[C:15]([NH2:17])=[N:14][CH:13]=[N:12][C:11]=3[O:10][CH:9]=2)=[CH:4][CH:3]=1.N1C=CC=CC=1.[C:24](Cl)(=[O:31])[C:25]1[CH:30]=[CH:29][CH:28]=[CH:27][CH:26]=1, predict the reaction product. The product is: [NH2:17][C:15]1[C:16]2[C:8]([C:5]3[CH:4]=[CH:3][C:2]([NH:1][C:24](=[O:31])[C:25]4[CH:30]=[CH:29][CH:28]=[CH:27][CH:26]=4)=[CH:7][CH:6]=3)=[CH:9][O:10][C:11]=2[N:12]=[CH:13][N:14]=1. (10) The product is: [CH3:11][S:12][C:2]1[CH:7]=[CH:6][C:5]([N+:8]([O-:10])=[O:9])=[CH:4][N:3]=1. Given the reactants Br[C:2]1[CH:7]=[CH:6][C:5]([N+:8]([O-:10])=[O:9])=[CH:4][N:3]=1.[CH3:11][S-:12].[Na+], predict the reaction product.